From a dataset of Peptide-MHC class II binding affinity with 134,281 pairs from IEDB. Regression. Given a peptide amino acid sequence and an MHC pseudo amino acid sequence, predict their binding affinity value. This is MHC class II binding data. (1) The peptide sequence is RIFGRRSIPVNEALA. The MHC is HLA-DQA10102-DQB10501 with pseudo-sequence HLA-DQA10102-DQB10501. The binding affinity (normalized) is 0.475. (2) The binding affinity (normalized) is 0.0650. The MHC is HLA-DQA10104-DQB10503 with pseudo-sequence HLA-DQA10104-DQB10503. The peptide sequence is PYVSKNPRQAYANYR. (3) The peptide sequence is KLFMALVAFLRFLTI. The MHC is DRB1_1501 with pseudo-sequence DRB1_1501. The binding affinity (normalized) is 0.623. (4) The peptide sequence is YDKFLANVSTPLTGK. The MHC is DRB1_1602 with pseudo-sequence DRB1_1602. The binding affinity (normalized) is 0.857. (5) The peptide sequence is WDKFLANVSTVLTGK. The MHC is DRB1_1001 with pseudo-sequence DRB1_1001. The binding affinity (normalized) is 0.698. (6) The peptide sequence is INLIIHYVDRPGALG. The binding affinity (normalized) is 0.383. The MHC is DRB5_0101 with pseudo-sequence DRB5_0101. (7) The peptide sequence is MLIESNLAGSNDNFL. The MHC is H-2-IAb with pseudo-sequence H-2-IAb. The binding affinity (normalized) is 0.0448. (8) The peptide sequence is AEHQAIVRDVLAAGD. The MHC is DRB1_1201 with pseudo-sequence DRB1_1201. The binding affinity (normalized) is 0. (9) The peptide sequence is FTTTLFLHLVGFPTH. The MHC is DRB5_0101 with pseudo-sequence DRB5_0101. The binding affinity (normalized) is 0.837. (10) The peptide sequence is LIIGALAGSTLAALVIGGIA. The MHC is DRB1_1501 with pseudo-sequence DRB1_1501. The binding affinity (normalized) is 0.312.